Dataset: Catalyst prediction with 721,799 reactions and 888 catalyst types from USPTO. Task: Predict which catalyst facilitates the given reaction. (1) Reactant: Cl.[CH3:2][N:3]1[CH2:27][CH2:26][C@:5]2([NH:9][C@@H:8]([C:10]3[CH:15]=[C:14]([C:16]4[CH:21]=[CH:20][C:19]([C:22]([F:25])([F:24])[F:23])=[CH:18][CH:17]=4)[CH:13]=[CH:12][N:11]=3)[CH2:7][CH2:6]2)[C:4]1=[O:28].C=O.[C:31](O[BH-](OC(=O)C)OC(=O)C)(=O)C.[Na+]. Product: [CH3:31][N:9]1[C@:5]2([CH2:26][CH2:27][N:3]([CH3:2])[C:4]2=[O:28])[CH2:6][CH2:7][C@@H:8]1[C:10]1[CH:15]=[C:14]([C:16]2[CH:17]=[CH:18][C:19]([C:22]([F:25])([F:24])[F:23])=[CH:20][CH:21]=2)[CH:13]=[CH:12][N:11]=1. The catalyst class is: 5. (2) Reactant: [CH2:1]([O:3][C:4](=[O:19])[C:5]([C:10]([C:12]1[C:17](F)=[CH:16][CH:15]=[CH:14][N:13]=1)=[O:11])=[CH:6][N:7]([CH3:9])C)[CH3:2].[O-]P([O-])([O-])=O.[K+].[K+].[K+].[C:28]1([C:36]2[CH:41]=[CH:40][CH:39]=[CH:38][CH:37]=2)[CH:33]=[CH:32][CH:31]=[CH:30][C:29]=1CN. Product: [CH2:1]([O:3][C:4]([C:5]1[C:10](=[O:11])[C:12]2[C:17](=[CH:16][CH:15]=[CH:14][N:13]=2)[N:7]([CH2:9][C:41]2[CH:40]=[CH:39][CH:38]=[CH:37][C:36]=2[C:28]2[CH:29]=[CH:30][CH:31]=[CH:32][CH:33]=2)[CH:6]=1)=[O:19])[CH3:2]. The catalyst class is: 44. (3) Reactant: ClC(Cl)(Cl)C([N:5]1[CH2:10][CH2:9][N:8]([C:11]2[CH:20]=[C:19]([S:21]([N:24]3[C:32]4[C:27](=[CH:28][CH:29]=[C:30]([F:33])[CH:31]=4)[C:26]([CH:34]([F:36])[F:35])=[CH:25]3)(=[O:23])=[O:22])[C:18]3[C:13](=[CH:14][CH:15]=[CH:16][CH:17]=3)[C:12]=2[O:37][CH3:38])[CH2:7][CH2:6]1)=O.[OH-].[K+]. Product: [F:36][CH:34]([F:35])[C:26]1[C:27]2[C:32](=[CH:31][C:30]([F:33])=[CH:29][CH:28]=2)[N:24]([S:21]([C:19]2[C:18]3[C:13](=[CH:14][CH:15]=[CH:16][CH:17]=3)[C:12]([O:37][CH3:38])=[C:11]([N:8]3[CH2:9][CH2:10][NH:5][CH2:6][CH2:7]3)[CH:20]=2)(=[O:23])=[O:22])[CH:25]=1. The catalyst class is: 1. (4) Reactant: P(Cl)(Cl)(Cl)(Cl)Cl.B(F)(F)F.[CH3:11]COCC.CO[C:18]1[CH:19]=[C:20]([CH2:26][CH2:27][C:28]([C:30]2[C:35]([OH:36])=[CH:34][C:33]([O:37][CH3:38])=[C:32]([O:39][CH3:40])[C:31]=2[O:41][CH3:42])=[O:29])[CH:21]=[CH:22][C:23]=1OC.Cl. Product: [CH2:26]([C:27]1[C:28](=[O:29])[C:30]2[C:35](=[CH:34][C:33]([O:37][CH3:38])=[C:32]([O:39][CH3:40])[C:31]=2[O:41][CH3:42])[O:36][CH:11]=1)[C:20]1[CH:19]=[CH:18][CH:23]=[CH:22][CH:21]=1. The catalyst class is: 39. (5) Reactant: Cl.Cl.[CH2:3]([C:7]1[N:8]=[N:9][C:10]([O:26][CH2:27][CH2:28][C@H:29]2[CH2:34][CH2:33][CH2:32][CH2:31][NH:30]2)=[CH:11][C:12]=1[C:13]1[CH:18]=[CH:17][C:16]([O:19][CH:20]2[CH2:25][CH2:24][CH2:23][CH2:22][CH2:21]2)=[CH:15][CH:14]=1)[CH2:4][CH2:5][CH3:6].C=O.[C:37](O[BH-](OC(=O)C)OC(=O)C)(=O)C. Product: [CH2:3]([C:7]1[N:8]=[N:9][C:10]([O:26][CH2:27][CH2:28][C@H:29]2[CH2:34][CH2:33][CH2:32][CH2:31][N:30]2[CH3:37])=[CH:11][C:12]=1[C:13]1[CH:14]=[CH:15][C:16]([O:19][CH:20]2[CH2:25][CH2:24][CH2:23][CH2:22][CH2:21]2)=[CH:17][CH:18]=1)[CH2:4][CH2:5][CH3:6]. The catalyst class is: 2.